From a dataset of Forward reaction prediction with 1.9M reactions from USPTO patents (1976-2016). Predict the product of the given reaction. (1) Given the reactants [NH2:1][C:2]1[C:3](Cl)=[N:4][C:5]2[C:10]([N:11]=1)=[CH:9][C:8]([CH3:12])=[CH:7][CH:6]=2.[CH3:14][O-:15].[Na+], predict the reaction product. The product is: [NH2:1][C:2]1[C:3]([O:15][CH3:14])=[N:4][C:5]2[C:10]([N:11]=1)=[CH:9][C:8]([CH3:12])=[CH:7][CH:6]=2. (2) Given the reactants [NH2:1][C:2]1[CH:3]=[CH:4][C:5]2[CH2:9][O:8][B:7]([OH:10])[C:6]=2[CH:11]=1.[C:12]([NH:15][C:16]1[CH:17]=[C:18]([Br:26])[C:19]([S:22](Cl)(=[O:24])=[O:23])=[N:20][CH:21]=1)(=[O:14])[CH3:13].C(=O)([O-])[O-].[K+].[K+], predict the reaction product. The product is: [Br:26][C:18]1[CH:17]=[C:16]([NH:15][C:12](=[O:14])[CH3:13])[CH:21]=[N:20][C:19]=1[S:22](=[O:23])(=[O:24])[NH:1][C:2]1[CH:3]=[CH:4][C:5]2[CH2:9][O:8][B:7]([OH:10])[C:6]=2[CH:11]=1.